From a dataset of Reaction yield outcomes from USPTO patents with 853,638 reactions. Predict the reaction yield, written as a fraction of the theoretical maximum amount of product (1.0 means a 100% yield; for example, 0.34 means a 34% yield). The reactants are [Br:1][C:2]1[C:7]([O:8][CH3:9])=[CH:6][C:5]([C:10]2[O:11][CH:12]=[CH:13][CH:14]=2)=[CH:4][C:3]=1[O:15][CH3:16].[N:17]1([C:22]2[CH:27]=[CH:26][C:25]([CH:28]([O:35][CH3:36])[C:29](N(OC)C)=[O:30])=[CH:24][CH:23]=2)[CH:21]=[N:20][CH:19]=[N:18]1. No catalyst specified. The product is [N:17]1([C:22]2[CH:23]=[CH:24][C:25]([CH:28]([O:35][CH3:36])[C:29]([C:12]3[O:11][C:10]([C:5]4[CH:6]=[C:7]([O:8][CH3:9])[C:2]([Br:1])=[C:3]([O:15][CH3:16])[CH:4]=4)=[CH:14][CH:13]=3)=[O:30])=[CH:26][CH:27]=2)[CH:21]=[N:20][CH:19]=[N:18]1. The yield is 0.110.